From a dataset of Catalyst prediction with 721,799 reactions and 888 catalyst types from USPTO. Predict which catalyst facilitates the given reaction. (1) Reactant: Cl[C:2]1[CH:11]=[CH:10][N:9]=[C:8]2[C:3]=1[CH:4]=[CH:5][C:6]([CH2:12][CH2:13][CH3:14])=[N:7]2.[NH2:15][C:16]1[CH:21]=[C:20]([CH3:22])[CH:19]=[CH:18][C:17]=1[S:23][C:24]1[CH:25]=[C:26]([NH:30][C:31](=[O:33])[CH3:32])[CH:27]=[CH:28][CH:29]=1. Product: [CH3:22][C:20]1[CH:19]=[CH:18][C:17]([S:23][C:24]2[CH:25]=[C:26]([NH:30][C:31](=[O:33])[CH3:32])[CH:27]=[CH:28][CH:29]=2)=[C:16]([NH:15][C:2]2[C:3]3[C:8](=[N:7][C:6]([CH2:12][CH2:13][CH3:14])=[CH:5][CH:4]=3)[N:9]=[CH:10][CH:11]=2)[CH:21]=1. The catalyst class is: 14. (2) Reactant: C([O-])([O-])=O.[Na+].[Na+].[F:7][C:8]1[N:13]=[C:12]([O:14][CH3:15])[C:11](B(O)O)=[CH:10][CH:9]=1.Cl[C:20]1[C:29]2[C:24](=[CH:25][C:26]([S:30]([NH:33][C:34]3[CH:39]=[CH:38][N:37]=[CH:36][N:35]=3)(=[O:32])=[O:31])=[CH:27][CH:28]=2)[CH:23]=[CH:22][N:21]=1. Product: [F:7][C:8]1[N:13]=[C:12]([O:14][CH3:15])[C:11]([C:20]2[C:29]3[C:24](=[CH:25][C:26]([S:30]([NH:33][C:34]4[CH:39]=[CH:38][N:37]=[CH:36][N:35]=4)(=[O:31])=[O:32])=[CH:27][CH:28]=3)[CH:23]=[CH:22][N:21]=2)=[CH:10][CH:9]=1. The catalyst class is: 203. (3) Reactant: [C:1]([C:3]1[CH:8]=[CH:7][N:6]=[C:5]([N:9]2[CH2:14][CH2:13][N:12]([C:15]([O:17][CH2:18][C:19]([CH3:22])([CH3:21])[CH3:20])=[O:16])[CH2:11][CH2:10]2)[CH:4]=1)#[N:2].C[Si]([N:27]=[N+:28]=[N-:29])(C)C.C([Sn](=O)CCCC)CCC. Product: [NH:27]1[C:1]([C:3]2[CH:8]=[CH:7][N:6]=[C:5]([N:9]3[CH2:10][CH2:11][N:12]([C:15]([O:17][CH2:18][C:19]([CH3:22])([CH3:21])[CH3:20])=[O:16])[CH2:13][CH2:14]3)[CH:4]=2)=[N:2][N:29]=[N:28]1. The catalyst class is: 11. (4) Reactant: Br[CH2:2][C:3]1[CH:8]=[CH:7][C:6]([N+:9]([O-:11])=[O:10])=[C:5]([O:12][CH3:13])[CH:4]=1.C(N(CC)CC)C.[CH2:21]([NH2:28])[C:22]1[CH:27]=[CH:26][CH:25]=[CH:24][CH:23]=1. Product: [CH2:21]([NH:28][CH2:2][C:3]1[CH:8]=[CH:7][C:6]([N+:9]([O-:11])=[O:10])=[C:5]([O:12][CH3:13])[CH:4]=1)[C:22]1[CH:27]=[CH:26][CH:25]=[CH:24][CH:23]=1. The catalyst class is: 1. (5) Reactant: [CH3:1][O:2][CH2:3][CH:4]([N:8]1[C:17]2[C:12](=[CH:13][C:14]([I:18])=[CH:15][CH:16]=2)[C:11](=[O:19])[C:10]([C:20]([O:22]CC)=[O:21])=[CH:9]1)[CH2:5][O:6][CH3:7].[OH-].[Li+]. Product: [CH3:1][O:2][CH2:3][CH:4]([N:8]1[C:17]2[C:12](=[CH:13][C:14]([I:18])=[CH:15][CH:16]=2)[C:11](=[O:19])[C:10]([C:20]([OH:22])=[O:21])=[CH:9]1)[CH2:5][O:6][CH3:7]. The catalyst class is: 30. (6) Reactant: [CH:1]([C:3]1[S:7][C:6]([NH:8][CH2:9][C:10]([OH:12])=O)=[N:5][CH:4]=1)=[O:2].[NH2:13][C@@H:14]([CH3:30])[C:15]([NH:17][C@@H:18]([CH2:22][C:23]1[CH:28]=[CH:27][C:26]([OH:29])=[CH:25][CH:24]=1)[C:19]([NH2:21])=[O:20])=[O:16].C(Cl)CCl.ON1C2N=CC=CC=2N=N1.CN1CCOCC1. Product: [NH2:21][C:19](=[O:20])[C@@H:18]([NH:17][C:15](=[O:16])[C@@H:14]([NH:13][C:10](=[O:12])[CH2:9][NH:8][C:6]1[S:7][C:3]([CH:1]=[O:2])=[CH:4][N:5]=1)[CH3:30])[CH2:22][C:23]1[CH:24]=[CH:25][C:26]([OH:29])=[CH:27][CH:28]=1. The catalyst class is: 3.